Dataset: Full USPTO retrosynthesis dataset with 1.9M reactions from patents (1976-2016). Task: Predict the reactants needed to synthesize the given product. (1) Given the product [O:18]1[CH2:19][CH2:20][N:15]([C:4]2[C:5]3[O:10][C:9]4[CH:11]=[CH:12][CH:13]=[CH:14][C:8]=4[C:6]=3[N:7]=[C:2]([C:25]3[CH:26]=[CH:27][C:22]([NH2:21])=[N:23][CH:24]=3)[N:3]=2)[CH2:16][CH2:17]1, predict the reactants needed to synthesize it. The reactants are: Cl[C:2]1[N:3]=[C:4]([N:15]2[CH2:20][CH2:19][O:18][CH2:17][CH2:16]2)[C:5]2[O:10][C:9]3[CH:11]=[CH:12][CH:13]=[CH:14][C:8]=3[C:6]=2[N:7]=1.[NH2:21][C:22]1[CH:27]=[CH:26][C:25](B2OC(C)(C)C(C)(C)O2)=[CH:24][N:23]=1. (2) Given the product [Br:11][C:12]1[CH:17]=[CH:16][C:15]([C@@:18]2([C:37]([F:39])([F:38])[F:40])[NH:19][C@@H:20]([CH2:32][C:33]([F:36])([CH3:35])[CH3:34])[C:21](=[O:31])[NH:22][C@H:23]([CH:29]=[O:30])[CH2:24][CH2:25][CH2:26][C:27]#[C:28]2)=[CH:14][CH:13]=1, predict the reactants needed to synthesize it. The reactants are: C(Cl)(=O)C(Cl)=O.CS(C)=O.[Br:11][C:12]1[CH:17]=[CH:16][C:15]([C@:18]2([C:37]([F:40])([F:39])[F:38])[C:28]#[C:27][CH2:26][CH2:25][CH2:24][C@@H:23]([CH2:29][OH:30])[NH:22][C:21](=[O:31])[C@H:20]([CH2:32][C:33]([F:36])([CH3:35])[CH3:34])[NH:19]2)=[CH:14][CH:13]=1.C(N(CC)CC)C. (3) Given the product [CH:1]1([C:7]2[C:8]3[CH:9]=[CH:10][C:11]([C:32]([O:34][CH3:35])=[O:33])=[CH:12][C:13]=3[N:14]3[C:21]=2[C:20]2[CH:22]=[CH:23][CH:24]=[CH:25][C:19]=2[O:18][CH2:17][CH:16]([N:26]([CH2:27][CH2:28][N:29]([CH3:31])[CH3:30])[CH3:38])[CH2:15]3)[CH2:2][CH2:3][CH2:4][CH2:5][CH2:6]1, predict the reactants needed to synthesize it. The reactants are: [CH:1]1([C:7]2[C:8]3[CH:9]=[CH:10][C:11]([C:32]([O:34][CH3:35])=[O:33])=[CH:12][C:13]=3[N:14]3[C:21]=2[C:20]2[CH:22]=[CH:23][CH:24]=[CH:25][C:19]=2[O:18][CH2:17][CH:16]([NH:26][CH2:27][CH2:28][N:29]([CH3:31])[CH3:30])[CH2:15]3)[CH2:6][CH2:5][CH2:4][CH2:3][CH2:2]1.C=O.[C:38](O)(=O)C.C([BH3-])#N.[Na+].[OH-].[Na+]. (4) Given the product [F:1][C:2]1[CH:3]=[C:4]([CH:14]=[C:15]([F:17])[CH:16]=1)[CH2:5][NH:6][C:7](=[O:13])[C:8]([CH3:18])([CH3:12])[C:9]([OH:11])=[O:10], predict the reactants needed to synthesize it. The reactants are: [F:1][C:2]1[CH:3]=[C:4]([CH:14]=[C:15]([F:17])[CH:16]=1)[CH2:5][NH:6][C:7](=[O:13])[CH:8]([CH3:12])[C:9]([OH:11])=[O:10].[CH3:18]C(C)(C(OCC)=O)C(OCC)=O.